Task: Predict the product of the given reaction.. Dataset: Forward reaction prediction with 1.9M reactions from USPTO patents (1976-2016) (1) Given the reactants Br[C:2]1[CH:3]=[C:4]([CH3:12])[C:5]([NH:8]C(=O)C)=[N:6][CH:7]=1.[C:13]([O:17][C:18]([N:20]1[CH2:25][CH2:24][CH:23]([NH2:26])[CH2:22][CH2:21]1)=[O:19])([CH3:16])([CH3:15])[CH3:14].O(C(C)(C)C)[K].C1(P(C2CCCCC2)C2C=CC=CC=2C2C(C(C)C)=CC(C(C)C)=CC=2C(C)C)CCCCC1, predict the reaction product. The product is: [C:13]([O:17][C:18]([N:20]1[CH2:25][CH2:24][CH:23]([NH:26][C:2]2[CH:7]=[N:6][C:5]([NH2:8])=[C:4]([CH3:12])[CH:3]=2)[CH2:22][CH2:21]1)=[O:19])([CH3:16])([CH3:14])[CH3:15]. (2) Given the reactants [Cl:1][C:2]1[C:6]([S:7]([C:10]([C:13]2[CH:18]=[CH:17][N:16]=[CH:15][CH:14]=2)([CH3:12])[CH3:11])(=[O:9])=[O:8])=[CH:5][N:4]([CH3:19])[N:3]=1, predict the reaction product. The product is: [Cl:1][C:2]1[C:6]([S:7]([C:10]([CH:13]2[CH2:18][CH2:17][NH:16][CH2:15][CH2:14]2)([CH3:12])[CH3:11])(=[O:8])=[O:9])=[CH:5][N:4]([CH3:19])[N:3]=1. (3) Given the reactants Br[C:2]1[N:11]=[C:5]2[CH:6]=[C:7]([Br:10])[CH:8]=[CH:9][N:4]2[N:3]=1.[NH:12]1[CH2:16][CH2:15][CH2:14][CH2:13]1, predict the reaction product. The product is: [Br:10][C:7]1[CH:8]=[CH:9][N:4]2[N:3]=[C:2]([N:12]3[CH2:16][CH2:15][CH2:14][CH2:13]3)[N:11]=[C:5]2[CH:6]=1. (4) Given the reactants [CH2:1]([O:3][C:4]([C:6]1[CH:11]([C:12]2[CH:17]=[CH:16][CH:15]=[CH:14][C:13]=2[Cl:18])[N:10]([CH2:19][CH2:20][CH2:21][N:22](C(OC(C)(C)C)=O)[CH3:23])[C:9]([O:31]C)=[N:8][C:7]=1[CH2:33][O:34][CH2:35][CH2:36][N:37]=[N+:38]=[N-:39])=[O:5])[CH3:2], predict the reaction product. The product is: [CH2:1]([O:3][C:4]([C:6]1[CH:11]([C:12]2[CH:17]=[CH:16][CH:15]=[CH:14][C:13]=2[Cl:18])[N:10]([CH2:19][CH2:20][CH2:21][NH:22][CH3:23])[C:9](=[O:31])[NH:8][C:7]=1[CH2:33][O:34][CH2:35][CH2:36][N:37]=[N+:38]=[N-:39])=[O:5])[CH3:2]. (5) Given the reactants [N:1]1([C:12](=[O:13])[C:11]2[NH:10][CH:9]=[N:8][C:7]=2[N:5]([CH3:6])[C:3]1=[O:4])[CH3:2].[Cl:14][C:15]1[CH:20]=[CH:19][CH:18]=[CH:17][C:16]=1B(O)O.N1C=CC=CC=1, predict the reaction product. The product is: [Cl:14][C:15]1[CH:20]=[CH:19][CH:18]=[CH:17][C:16]=1[N:10]1[C:11]2[C:12](=[O:13])[N:1]([CH3:2])[C:3](=[O:4])[N:5]([CH3:6])[C:7]=2[N:8]=[CH:9]1. (6) Given the reactants [NH2:1][C:2]1[CH:7]=[CH:6][C:5]([C:8]([N:10]2[CH2:15][CH2:14][N:13]([CH2:16][C:17]3[CH:22]=[CH:21][C:20]([C:23]([OH:32])([C:28]([F:31])([F:30])[F:29])[C:24]([F:27])([F:26])[F:25])=[CH:19][CH:18]=3)[CH2:12][CH2:11]2)=[O:9])=[CH:4][C:3]=1[O:33][CH3:34].[N:35]1[CH:40]=[CH:39][C:38]([NH:41][C:42](=O)[O:43]C2C=CC=CC=2)=[CH:37][CH:36]=1, predict the reaction product. The product is: [F:30][C:28]([F:31])([F:29])[C:23]([C:20]1[CH:21]=[CH:22][C:17]([CH2:16][N:13]2[CH2:12][CH2:11][N:10]([C:8]([C:5]3[CH:6]=[CH:7][C:2]([NH:1][C:42]([NH:41][C:38]4[CH:39]=[CH:40][N:35]=[CH:36][CH:37]=4)=[O:43])=[C:3]([O:33][CH3:34])[CH:4]=3)=[O:9])[CH2:15][CH2:14]2)=[CH:18][CH:19]=1)([OH:32])[C:24]([F:25])([F:26])[F:27].